Dataset: Forward reaction prediction with 1.9M reactions from USPTO patents (1976-2016). Task: Predict the product of the given reaction. Given the reactants Cl.[CH3:2][N:3]1[CH2:8][CH2:7][N:6]([C:9]2[CH:14]=[C:13]([N:15]3[CH:24]([CH3:25])[CH2:23][C:22]4[C:17](=[CH:18][C:19]([CH:26]5[CH2:31][CH2:30][NH:29][CH2:28][CH2:27]5)=[CH:20][CH:21]=4)[CH2:16]3)[N:12]=[C:11]([NH2:32])[N:10]=2)[CH2:5][CH2:4]1.C(N(CC)C(C)C)(C)C.[CH:42]1([CH2:47][C:48](Cl)=[O:49])[CH2:46][CH2:45][CH2:44][CH2:43]1, predict the reaction product. The product is: [CH:42]1([CH2:47][C:48]([N:29]2[CH2:28][CH2:27][CH:26]([C:19]3[CH:18]=[C:17]4[C:22]([CH2:23][CH:24]([CH3:25])[N:15]([C:13]5[CH:14]=[C:9]([N:6]6[CH2:7][CH2:8][N:3]([CH3:2])[CH2:4][CH2:5]6)[N:10]=[C:11]([NH2:32])[N:12]=5)[CH2:16]4)=[CH:21][CH:20]=3)[CH2:31][CH2:30]2)=[O:49])[CH2:46][CH2:45][CH2:44][CH2:43]1.